Dataset: Experimentally validated miRNA-target interactions with 360,000+ pairs, plus equal number of negative samples. Task: Binary Classification. Given a miRNA mature sequence and a target amino acid sequence, predict their likelihood of interaction. (1) The miRNA is mmu-miR-1188-5p with sequence UGGUGUGAGGUUGGGCCAGGA. The protein sequence of the target gene is MASDPIFTLAPPLHCHYGAFPPNASGWEQPPNASGVSVASAALAASAASRVATSTDPSCSGFAPPDFNHCLKDWDYNGLPVLTTNAIGQWDLVCDLGWQVILEQILFILGFASGYLFLGYPADRFGRRGIVLLTLGLVGPCGVGGAAAGSSTGVMALRFLLGFLLAGVDLGVYLMRLELCDPTQRLRVALAGELVGVGGHFLFLGLALVSKDWRFLQRMITAPCILFLFYGWPGLFLESARWLIVKRQIEEAQSVLRILAERNRPHGQMLGEEAQEALQDLENTCPLPATSSFSFASLLN.... Result: 0 (no interaction). (2) The miRNA is hsa-miR-4754 with sequence AUGCGGACCUGGGUUAGCGGAGU. The protein sequence of the target gene is MAENHAQNKAKLISETRRRFEAEYVTDKSDKYDARDVERLQQDDNWVESYLSWRHNIVDETLKMLDESFQWRKEISVNDLNESSIPRWLLEIGVIYLHGYDKEGNKLFWIRVKYHVKDQKTILDKKKLIAFWLERYAKRENGKPVTVMFDLSETGINSIDMDFVRFIINCFKVYYPKYLSKIVIFDMPWLMNAAFKIVKTWLGPEAVSLLKFTSKNEVQDYVSVEYLPPHMGGTDPFKYSYPPLVDDDFQTPLCENGPITSEDETSSKEDIESDGKETLETISNEEQTPLLKKINPTEST.... Result: 0 (no interaction). (3) The miRNA is mmu-miR-19b-3p with sequence UGUGCAAAUCCAUGCAAAACUGA. The protein sequence of the target gene is MPSATSHSGSGSKSSGPPPPSGSSGSEAAAGAAAPASQHPATGTGAVQTEAMKQILGVIDKKLRNLEKKKGKLDDYQERMNKGERLNQDQLDAVSKYQEVTNNLEFAKELQRSFMALSQDIQKTIKKTARREQLMREEAEQKRLKTVLELQYVLDKLGDDDVRTDLKQGLSGVPILSEEELSLLDEFYKLVDPERDMSLRLNEQYEHASIHLWDLLEGKEKPVCGTTYKALKEIVERVFQSNYFDSTHNHQNGLCEEEEAASAPTVEDQVAEAEPEPAEEYTEQSEVESTEYVNRQFMAE.... Result: 1 (interaction). (4) The miRNA is hsa-miR-144-5p with sequence GGAUAUCAUCAUAUACUGUAAG. The protein sequence of the target gene is MSAGEVERLVSELSGGTGGDEEEEWLYGGPWDVHVHSDLAKDLDENEVERPEEENASANPPSGIEDETAENGVPKPKVTETEDDSDSDSDDDEDDVHVTIGDIKTGAPQYGSYGTAPVNLNIKTGGRVYGTTGTKVKGVDLDAPGSINGVPLLEVDLDSFEDKPWRKPGADLSDYFNYGFNEDTWKAYCEKQKRIRMGLEVIPVTSTTNKITAEDCTMEVTPGAEIQDGRFNLFKVQQGRTGNSEKETALPSTKAEFTSPPSLFKTGLPPSRNSTSSQSQTSTASRKANSSVGKWQDRYG.... Result: 0 (no interaction). (5) Result: 1 (interaction). The miRNA is hsa-miR-5007-3p with sequence AUCAUAUGAACCAAACUCUAAU. The protein sequence of the target gene is MRLFRWLLKQPVPKQIERYSRFSPSPLSIKQFLDFGRDNACEKTSYMFLRKELPVRLANTMREVNLLPDNLLNRPSVGLVQSWYMQSFLELLEYENKSPEDPQVLDNFLQVLIKVRNRHNDVVPTMAQGVIEYKEKFGFDPFISTNIQYFLDRFYTNRISFRMLINQHTLLFGGDTNPVHPKHIGSIDPTCNVADVVKDAYETAKMLCEQYYLVAPELEVEEFNAKAPDKPIQVVYVPSHLFHMLFELFKNSMRATVELYEDRKEGYPAVKTLVTLGKEDLSIKISDLGGGVPLRKIDRL.... (6) The miRNA is dre-miR-133a-3p with sequence UUUGGUCCCCUUCAACCAGCUG. The protein sequence of the target gene is MVVSGVLTAPAVLTAPHSGTSNTTFVVFENSHVNITAPLPFQHPSAGPLLRYSLETMTSPGFSSLAVNSTAVTPAPAVFKSLNLAVQIILSAIMIFILFVSFLGNLVVCLMVYQKAAMRSAINILLASLAFADMLLAVLNMPFALVTILTTRWIFGKFFCRLSAMFFWLFVIEGVAILLIISIDRFLIIVQRQDKLNPYRAKVLIAVSWATAFSVAFPLAVGNPDLQIPSRAPQCVFGYTTNSGYQAYVILISLISFFIPFLVILYSFMGILNTLRHNALRIHSYPEGICLSQASKLGLM.... Result: 0 (no interaction). (7) The miRNA is hsa-miR-15a-5p with sequence UAGCAGCACAUAAUGGUUUGUG. The protein sequence of the target gene is MADKTPGGSQKASSKTRSSDVHSSGSSDAHMDASGPSDSDMPSRTRPKSPRKHNYRNESARESLCDSPHQNLSRPLLENKLKAFSIGKMSTAKRTLSKKEQEELKKKEDEKAAAEIYEEFLAAFEGSDGNKVKTFVRGGVVNAAKEEHETDEKRGKIYKPSSRFADQKNPPNQSSNERPPSLLVIETKKPPLKKGEKEKKKSNLELFKEELKQIQEERDERHKTKGRLSRFEPPQSDSDGQRRSMDAPSRRNRSSGVLDDYAPGSHDVGDPSTTNLYLGNINPQMNEEMLCQEFGRFGPL.... Result: 1 (interaction). (8) The miRNA is hsa-miR-3127-3p with sequence UCCCCUUCUGCAGGCCUGCUGG. The protein sequence of the target gene is MNGTLDHPDQPDLDAIKMFVGQVPRTWSEKDLRELFEQYGAVYEINVLRDRSQNPPQSKGCCFVTFYTRKAALEAQNALHNMKVLPGMHHPIQMKPADSEKNNAVEDRKLFIGMISKKCTENDIRVMFSSFGQIEECRILRGPDGLSRGCAFVTFTTRAMAQTAIKAMHQAQTMEGCSSPMVVKFADTQKDKEQKRMAQQLQQQMQQISAASVWGNLAGLNTLGPQYLALYLQLLQQTASSGNLNTLSSLHPMGGLNAMQLQNLAALAAAASAAQNTPSGTNALTTSSSPLSVLTSSGSS.... Result: 1 (interaction). (9) The miRNA is hsa-miR-29c-5p with sequence UGACCGAUUUCUCCUGGUGUUC. The protein sequence of the target gene is MGDGGAERDRGPKRREEPGGRSGRHGEHRGAEDLRADTGSASPREIAGTSASSPAGSRESGGDSDGQQALGETDHCRRILVRDAKGTIREIVLPKGLDLDRPKRTRTSFTAEQLYRLEMEFQRCQYVVGRERTELARQLNLSETQVKVWFQNRRTKQKKDQSRDLEKRASSSASEAFATSNVLRLLEQGRLLSVPRAPSLLALTPGLPGLPASHRGTSLVDPRNSSPRLNPMPSASASSPLPPPLPAICFSSAPLLDLPAGYKLGSSAFEPYSRLEQQKVGSPGQSDKKADI. Result: 0 (no interaction). (10) The miRNA is hsa-miR-154-3p with sequence AAUCAUACACGGUUGACCUAUU. The protein sequence of the target gene is MSRFPAVAGRAPRRQEEGERPIELQEERPSAVRIADREEKGCTSQEGGTTPTFPIQKQRKKLIQAVRDNSFLIVTGNTGSGKTTQLPKYLYEAGFSQHGMIGVTQPRKVAAISVAQRVAEEMKCTLGSKVGYQVRFDDCSSKETAIKYMTDGCLLKHILGDPNLSKFSVIILDEAHERTLTTDILFGLLKKLFQDKSPNRKEHLKVVVMSATMELAKLSAFFGNCPIFDIPGRLYPVREKFCNLIGPRDRENTAYIQAIVKVTMDIHLNEMAGDILVFLTGQFEIEKSCELLFQMAESVD.... Result: 0 (no interaction).